This data is from CYP2C9 inhibition data for predicting drug metabolism from PubChem BioAssay. The task is: Regression/Classification. Given a drug SMILES string, predict its absorption, distribution, metabolism, or excretion properties. Task type varies by dataset: regression for continuous measurements (e.g., permeability, clearance, half-life) or binary classification for categorical outcomes (e.g., BBB penetration, CYP inhibition). Dataset: cyp2c9_veith. (1) The molecule is CCOC(=O)c1ccc2[nH]c(-c3ccc(S(=O)(=O)F)cc3)cc(=O)c2c1. The result is 0 (non-inhibitor). (2) The drug is CCOC(=O)[C@H]1[C@H](O)C[C@@H]2c3ccccc3-c3ccccc3[C@H]21. The result is 0 (non-inhibitor). (3) The drug is Nc1ncnc2c1c(-c1ccc(Oc3ccccc3)cc1)cn2C1CCCC1. The result is 1 (inhibitor).